Dataset: Full USPTO retrosynthesis dataset with 1.9M reactions from patents (1976-2016). Task: Predict the reactants needed to synthesize the given product. (1) Given the product [C:1]1([C:7]2[CH:16]=[CH:15][C:14]3[CH2:13][CH2:12][CH2:11][CH2:10][C:9]=3[N:8]=2)[CH:2]=[CH:3][CH:4]=[CH:5][CH:6]=1, predict the reactants needed to synthesize it. The reactants are: [C:1]1([C:7]2[CH:16]=[CH:15][C:14]3[C:9](=[CH:10][CH:11]=[CH:12][CH:13]=3)[N:8]=2)[CH:6]=[CH:5][CH:4]=[CH:3][CH:2]=1. (2) Given the product [CH3:5][O:6][C:7](=[O:27])[CH2:8][C:9]1[CH:14]=[C:13]([Br:15])[C:12]([O:16][C:17]2[CH:22]=[CH:21][C:20]([O:23][CH3:24])=[C:19]([NH:25][C:1](=[O:3])[CH3:2])[CH:18]=2)=[C:11]([Br:26])[CH:10]=1, predict the reactants needed to synthesize it. The reactants are: [C:1](Cl)(=[O:3])[CH3:2].[CH3:5][O:6][C:7](=[O:27])[CH2:8][C:9]1[CH:14]=[C:13]([Br:15])[C:12]([O:16][C:17]2[CH:22]=[CH:21][C:20]([O:23][CH3:24])=[C:19]([NH2:25])[CH:18]=2)=[C:11]([Br:26])[CH:10]=1.C(N(CC)CC)C. (3) Given the product [C:26]([CH:24]([NH:25][C:2]1[C:11]([C:12]([OH:14])=[O:13])=[CH:10][C:9]2[C:4](=[CH:5][CH:6]=[C:7]([Cl:15])[CH:8]=2)[N:3]=1)[CH2:23][C:22]1[C:29]2[C:19](=[CH:18][C:17]([F:16])=[CH:31][CH:30]=2)[NH:20][CH:21]=1)([OH:28])=[O:27], predict the reactants needed to synthesize it. The reactants are: Cl[C:2]1[C:11]([C:12]([OH:14])=[O:13])=[CH:10][C:9]2[C:4](=[CH:5][CH:6]=[C:7]([Cl:15])[CH:8]=2)[N:3]=1.[F:16][C:17]1[CH:18]=[C:19]2[C:29](=[CH:30][CH:31]=1)[C:22]([CH2:23][CH:24]([C:26]([OH:28])=[O:27])[NH2:25])=[CH:21][NH:20]2.